From a dataset of Full USPTO retrosynthesis dataset with 1.9M reactions from patents (1976-2016). Predict the reactants needed to synthesize the given product. (1) Given the product [Cl:32][C:27]1[C:26]([F:33])=[C:25]([NH:24][C:11]2[C:10]3[C:15](=[CH:16][C:17]([O:18][C@H:19]4[CH2:23][CH2:22][O:21][CH2:20]4)=[C:8]([NH:7][C:5](=[O:6])/[CH:4]=[CH:3]/[CH2:2][N:50]4[CH2:49][C@H:48]5[O:43][CH2:44][CH2:45][O:46][C@H:47]5[CH2:51]4)[CH:9]=3)[N:14]=[CH:13][N:12]=2)[CH:30]=[CH:29][C:28]=1[Cl:31], predict the reactants needed to synthesize it. The reactants are: Br[CH2:2]/[CH:3]=[CH:4]/[C:5]([NH:7][C:8]1[CH:9]=[C:10]2[C:15](=[CH:16][C:17]=1[O:18][C@H:19]1[CH2:23][CH2:22][O:21][CH2:20]1)[N:14]=[CH:13][N:12]=[C:11]2[NH:24][C:25]1[CH:30]=[CH:29][C:28]([Cl:31])=[C:27]([Cl:32])[C:26]=1[F:33])=[O:6].CCN(C(C)C)C(C)C.[O:43]1[C@H:48]2[CH2:49][NH:50][CH2:51][C@H:47]2[O:46][CH2:45][CH2:44]1.O. (2) Given the product [C:45]([O:49][C:50]([NH:52][C:53]1[CH:54]=[CH:55][C:56]([C:57]([NH:77][CH:66]([CH2:67][C:68]2[CH:73]=[CH:72][C:71]([C:74]3[N:16]=[C:17]([C:18]4[CH:19]=[CH:20][C:21]([NH:24][C:25]([O:27][C:28]([CH3:30])([CH3:31])[CH3:29])=[O:26])=[CH:22][CH:23]=4)[O:32][N:75]=3)=[C:70]([F:76])[CH:69]=2)[C:65]([OH:78])=[O:64])=[O:59])=[CH:60][CH:61]=1)=[O:51])([CH3:46])([CH3:47])[CH3:48], predict the reactants needed to synthesize it. The reactants are: C(OC(=O)C([NH:16][C:17](=[O:32])[C:18]1[CH:23]=[CH:22][C:21]([NH:24][C:25]([O:27][C:28]([CH3:31])([CH3:30])[CH3:29])=[O:26])=[CH:20][CH:19]=1)CC1C=CC(C#N)=C(F)C=1)C.CCN=C=NCCCN(C)C.[C:45]([O:49][C:50]([NH:52][C:53]1[CH:61]=[CH:60][C:56]([C:57]([OH:59])=O)=[CH:55][CH:54]=1)=[O:51])([CH3:48])([CH3:47])[CH3:46].C([O:64][C:65](=[O:78])[CH:66]([NH2:77])[CH2:67][C:68]1[CH:73]=[CH:72][C:71]([C:74]#[N:75])=[C:70]([F:76])[CH:69]=1)C. (3) Given the product [NH2:1][C:2]1[C:10]2[C:5](=[CH:6][CH:7]=[C:8]([NH:11][S:26]([C:20]3[C:21]([Cl:25])=[CH:22][CH:23]=[CH:24][C:19]=3[Cl:18])(=[O:28])=[O:27])[CH:9]=2)[NH:4][N:3]=1, predict the reactants needed to synthesize it. The reactants are: [NH2:1][C:2]1[C:10]2[C:5](=[CH:6][CH:7]=[C:8]([NH2:11])[CH:9]=2)[NH:4][N:3]=1.N1C=CC=CC=1.[Cl:18][C:19]1[CH:24]=[CH:23][CH:22]=[C:21]([Cl:25])[C:20]=1[S:26](Cl)(=[O:28])=[O:27].